The task is: Predict the reactants needed to synthesize the given product.. This data is from Full USPTO retrosynthesis dataset with 1.9M reactions from patents (1976-2016). (1) Given the product [CH:1]12[CH2:10][CH:5]3[CH2:6][CH:7]([CH2:9][CH:3]([CH2:4]3)[CH:2]1[NH:11][C:12]([C:14]1[CH:15]=[N:16][N:17]([C:20]([CH3:23])([CH3:22])[CH3:21])[C:18]=1[N:24]1[CH2:29][CH2:28][CH2:27][CH2:26][CH2:25]1)=[O:13])[CH2:8]2, predict the reactants needed to synthesize it. The reactants are: [CH:1]12[CH2:10][CH:5]3[CH2:6][CH:7]([CH2:9][CH:3]([CH2:4]3)[CH:2]1[NH:11][C:12]([C:14]1[CH:15]=[N:16][N:17]([C:20]([CH3:23])([CH3:22])[CH3:21])[C:18]=1Cl)=[O:13])[CH2:8]2.[NH:24]1[CH2:29][CH2:28][CH2:27][CH2:26][CH2:25]1. (2) Given the product [Cl:14][C:11]1[CH:12]=[CH:13][C:8]([C:6]2[CH:5]=[C:4]([C:15]([F:18])([F:17])[F:16])[N:3]=[C:2]([N:19]3[CH:23]=[C:22]([C:24]4[CH:25]=[N:26][CH:27]=[CH:28][CH:29]=4)[N:21]=[CH:20]3)[N:7]=2)=[CH:9][CH:10]=1, predict the reactants needed to synthesize it. The reactants are: Cl[C:2]1[N:7]=[C:6]([C:8]2[CH:13]=[CH:12][C:11]([Cl:14])=[CH:10][CH:9]=2)[CH:5]=[C:4]([C:15]([F:18])([F:17])[F:16])[N:3]=1.[NH:19]1[CH:23]=[C:22]([C:24]2[CH:25]=[N:26][CH:27]=[CH:28][CH:29]=2)[N:21]=[CH:20]1. (3) Given the product [CH3:14][O:13][CH:10]([O:11][CH3:12])[C:9]1[C:8]([C:15]([F:16])([F:17])[F:18])=[CH:7][N:6]=[CH:5][C:4]=1[NH2:1], predict the reactants needed to synthesize it. The reactants are: [N:1]([C:4]1[CH:5]=[N:6][CH:7]=[C:8]([C:15]([F:18])([F:17])[F:16])[C:9]=1[CH:10]([O:13][CH3:14])[O:11][CH3:12])=[N+]=[N-]. (4) Given the product [CH3:2][C:3]1[C:4]([C:9]2[CH:10]=[N:11][CH:12]=[CH:13][CH:14]=2)=[N:5][CH:6]=[CH:7][CH:8]=1, predict the reactants needed to synthesize it. The reactants are: O[CH2:2][C:3]1[C:4]([C:9]2[CH:10]=[N:11][CH:12]=[CH:13][CH:14]=2)=[N:5][CH:6]=[CH:7][CH:8]=1.Cl.O1CCOCC1. (5) Given the product [CH3:34][O:32][C:31]([CH:20]1[CH2:19][N:18]([C:16]([O:15][CH2:14][CH:12]2[C:13]3[CH:1]=[CH:2][CH:3]=[CH:4][C:5]=3[C:6]3[C:11]2=[CH:10][CH:9]=[CH:8][CH:7]=3)=[O:17])[CH2:23][CH2:22][N:21]1[C:24]([O:26][C:27]([CH3:29])([CH3:30])[CH3:28])=[O:25])=[O:33], predict the reactants needed to synthesize it. The reactants are: [CH:1]1[C:13]2[CH:12]([CH2:14][O:15][C:16]([N:18]3[CH2:23][CH2:22][N:21]([C:24]([O:26][C:27]([CH3:30])([CH3:29])[CH3:28])=[O:25])[CH:20]([C:31]([OH:33])=[O:32])[CH2:19]3)=[O:17])[C:11]3[C:6](=[CH:7][CH:8]=[CH:9][CH:10]=3)[C:5]=2[CH:4]=[CH:3][CH:2]=1.[CH3:34][Si](C=[N+]=[N-])(C)C. (6) Given the product [F:14][C:11]1([F:15])[C:10]2([CH2:16][CH2:17][NH:8][CH2:9]2)[NH:13][CH2:12]1, predict the reactants needed to synthesize it. The reactants are: C(OC([N:8]1[CH2:17][CH2:16][C:10]2([NH:13][CH2:12][C:11]2([F:15])[F:14])[CH2:9]1)=O)(C)(C)C.Cl.O1CCOCC1.Cl.CO. (7) Given the product [F:1][C:2]([F:8])([F:7])[S:3]([O-:6])(=[O:5])=[O:4].[O:11]=[C:12]([CH2:20][CH3:21])[CH2:13][S+:14]1[CH2:16][CH2:17][CH2:18][CH2:19]1, predict the reactants needed to synthesize it. The reactants are: [F:1][C:2]([F:8])([F:7])[S:3]([O-:6])(=[O:5])=[O:4].[K+].[Br-].[O:11]=[C:12]([CH2:20][CH3:21])[CH2:13][S+:14]1[CH2:19][CH2:18][CH2:17][CH2:16]C1. (8) Given the product [C:14]([O:13][C:12]([N:11]([CH3:19])[CH2:10][CH:9]([O:8][Si:1]([C:4]([CH3:7])([CH3:6])[CH3:5])([CH3:3])[CH3:2])[CH2:20][O:21][C:22]1[CH:23]=[C:24]([C:28]2[N:33]=[C:32]([NH:44][CH:45]3[CH2:46][CH2:47][N:48]([C:51]([O:53][CH3:54])=[O:52])[CH2:49][CH2:50]3)[C:31]([CH3:35])=[C:30]([C:36]3[C:37]([CH3:42])=[N:38][O:39][C:40]=3[CH3:41])[N:29]=2)[CH:25]=[CH:26][CH:27]=1)=[O:18])([CH3:17])([CH3:16])[CH3:15], predict the reactants needed to synthesize it. The reactants are: [Si:1]([O:8][CH:9]([CH2:20][O:21][C:22]1[CH:27]=[CH:26][CH:25]=[C:24]([C:28]2[N:33]=[C:32](Cl)[C:31]([CH3:35])=[C:30]([C:36]3[C:37]([CH3:42])=[N:38][O:39][C:40]=3[CH3:41])[N:29]=2)[CH:23]=1)[CH2:10][N:11]([CH3:19])[C:12](=[O:18])[O:13][C:14]([CH3:17])([CH3:16])[CH3:15])([C:4]([CH3:7])([CH3:6])[CH3:5])([CH3:3])[CH3:2].Cl.[NH2:44][CH:45]1[CH2:50][CH2:49][N:48]([C:51]([O:53][CH3:54])=[O:52])[CH2:47][CH2:46]1.C(N(CC)CC)C.